Dataset: Forward reaction prediction with 1.9M reactions from USPTO patents (1976-2016). Task: Predict the product of the given reaction. The product is: [ClH:13].[NH2:1][CH2:4][CH:5]([C:7]1[CH:12]=[CH:11][CH:10]=[CH:9][C:8]=1[Cl:13])[OH:6]. Given the reactants [N:1]([CH2:4][CH:5]([C:7]1[CH:12]=[CH:11][CH:10]=[CH:9][C:8]=1[Cl:13])[OH:6])=[N+]=[N-].C1(P(C2C=CC=CC=2)C2C=CC=CC=2)C=CC=CC=1.O, predict the reaction product.